Task: Predict the reactants needed to synthesize the given product.. Dataset: Full USPTO retrosynthesis dataset with 1.9M reactions from patents (1976-2016) (1) The reactants are: [NH2:1][C:2]1[CH:9]=[CH:8][CH:7]=[C:6]([O:10][CH2:11][CH2:12][CH2:13][CH2:14][S:15][CH3:16])[C:3]=1[C:4]#[N:5].[S:17](Cl)(=[O:20])(=[O:19])[NH2:18]. Given the product [S:17]([NH:1][C:2]1[CH:9]=[CH:8][CH:7]=[C:6]([O:10][CH2:11][CH2:12][CH2:13][CH2:14][S:15][CH3:16])[C:3]=1[C:4]#[N:5])(=[O:20])(=[O:19])[NH2:18], predict the reactants needed to synthesize it. (2) Given the product [CH2:9]([O:16][C:2]1[CH:7]=[CH:6][C:5]([Br:8])=[CH:4][N:3]=1)[C:10]1[CH:15]=[CH:14][CH:13]=[CH:12][CH:11]=1, predict the reactants needed to synthesize it. The reactants are: Br[C:2]1[CH:7]=[CH:6][C:5]([Br:8])=[CH:4][N:3]=1.[CH2:9]([OH:16])[C:10]1[CH:15]=[CH:14][CH:13]=[CH:12][CH:11]=1. (3) Given the product [NH2:1][C:2]1[C:3]2[C:10]([C:11]3[CH:16]=[CH:15][C:14]([NH:17][C:18]([C:20]4[C:21](=[O:42])[N:22]([C@H:26]([C:36]5[CH:37]=[CH:38][CH:39]=[CH:40][CH:41]=5)[CH2:27][OH:28])[CH:23]=[CH:24][CH:25]=4)=[O:19])=[CH:13][CH:12]=3)=[CH:9][N:8]([CH3:43])[C:4]=2[N:5]=[CH:6][N:7]=1, predict the reactants needed to synthesize it. The reactants are: [NH2:1][C:2]1[C:3]2[C:10]([C:11]3[CH:16]=[CH:15][C:14]([NH:17][C:18]([C:20]4[C:21](=[O:42])[N:22]([C@H:26]([C:36]5[CH:41]=[CH:40][CH:39]=[CH:38][CH:37]=5)[CH2:27][O:28][Si](C(C)(C)C)(C)C)[CH:23]=[CH:24][CH:25]=4)=[O:19])=[CH:13][CH:12]=3)=[CH:9][N:8]([CH3:43])[C:4]=2[N:5]=[CH:6][N:7]=1.Cl. (4) Given the product [F:13][C:14]([F:25])([F:24])[C:15]([C:6]1[N:5]=[C:4]([CH2:1][CH2:2][CH3:3])[N:8]2[CH:9]=[CH:10][CH:11]=[CH:12][C:7]=12)=[O:16], predict the reactants needed to synthesize it. The reactants are: [CH2:1]([C:4]1[N:8]2[CH:9]=[CH:10][CH:11]=[CH:12][C:7]2=[CH:6][N:5]=1)[CH2:2][CH3:3].[F:13][C:14]([F:25])([F:24])[C:15](O[C:15](=[O:16])[C:14]([F:25])([F:24])[F:13])=[O:16].C(=O)([O-])[O-].[K+].[K+]. (5) The reactants are: [NH2:1][CH2:2][C@H:3]([N:5]1[CH:9]=[CH:8][C:7]([C:10]2[CH:17]=[CH:16][C:13]([C:14]#[N:15])=[C:12]([C:18]([F:21])([F:20])[F:19])[CH:11]=2)=[N:6]1)[CH3:4].[C:22]([C:25]1[CH:29]=[C:28]([C:30](O)=[O:31])[NH:27][N:26]=1)(=[O:24])[CH3:23].C1C=CC2N(O)N=NC=2C=1.CCN(C(C)C)C(C)C.CCN=C=NCCCN(C)C. Given the product [C:22]([C:25]1[CH:29]=[C:28]([C:30]([NH:1][CH2:2][C@H:3]([N:5]2[CH:9]=[CH:8][C:7]([C:10]3[CH:17]=[CH:16][C:13]([C:14]#[N:15])=[C:12]([C:18]([F:20])([F:21])[F:19])[CH:11]=3)=[N:6]2)[CH3:4])=[O:31])[NH:27][N:26]=1)(=[O:24])[CH3:23], predict the reactants needed to synthesize it. (6) Given the product [C:1]1([CH:7]2[CH2:11][N:10]([C:25](=[O:26])[C:24]([F:35])([F:34])[F:23])[N:9]=[C:8]2[C:12]2[CH:22]=[CH:21][C:15]3[O:16][CH2:17][C:18](=[O:20])[NH:19][C:14]=3[CH:13]=2)[CH:2]=[CH:3][CH:4]=[CH:5][CH:6]=1, predict the reactants needed to synthesize it. The reactants are: [C:1]1([CH:7]2[CH2:11][NH:10][N:9]=[C:8]2[C:12]2[CH:22]=[CH:21][C:15]3[O:16][CH2:17][C:18](=[O:20])[NH:19][C:14]=3[CH:13]=2)[CH:6]=[CH:5][CH:4]=[CH:3][CH:2]=1.[F:23][C:24]([F:35])([F:34])[C:25](O[C:25](=[O:26])[C:24]([F:35])([F:34])[F:23])=[O:26].N1C=CC=CC=1.